Dataset: Catalyst prediction with 721,799 reactions and 888 catalyst types from USPTO. Task: Predict which catalyst facilitates the given reaction. Reactant: [OH:1][C:2]1[C:11]2[C:6](=[C:7]([C:12]([OH:14])=[O:13])[CH:8]=[CH:9][CH:10]=2)[N:5]=[CH:4][N:3]=1.CO.OS(O)(=O)=O.[C:22]([O-])(O)=O.[Na+]. Product: [OH:1][C:2]1[C:11]2[C:6](=[C:7]([C:12]([O:14][CH3:22])=[O:13])[CH:8]=[CH:9][CH:10]=2)[N:5]=[CH:4][N:3]=1. The catalyst class is: 6.